From a dataset of NCI-60 drug combinations with 297,098 pairs across 59 cell lines. Regression. Given two drug SMILES strings and cell line genomic features, predict the synergy score measuring deviation from expected non-interaction effect. Drug 1: C1=CC=C(C(=C1)C(C2=CC=C(C=C2)Cl)C(Cl)Cl)Cl. Drug 2: C1=NNC2=C1C(=O)NC=N2. Cell line: SK-MEL-28. Synergy scores: CSS=2.83, Synergy_ZIP=-0.276, Synergy_Bliss=0.238, Synergy_Loewe=-0.103, Synergy_HSA=0.161.